This data is from CYP3A4 inhibition data for predicting drug metabolism from PubChem BioAssay. The task is: Regression/Classification. Given a drug SMILES string, predict its absorption, distribution, metabolism, or excretion properties. Task type varies by dataset: regression for continuous measurements (e.g., permeability, clearance, half-life) or binary classification for categorical outcomes (e.g., BBB penetration, CYP inhibition). Dataset: cyp3a4_veith. (1) The result is 1 (inhibitor). The compound is O=c1[nH]c2cc3c(cc2cc1CN(CCCO)Cc1nnnn1Cc1ccc(F)cc1)OCO3. (2) The compound is Cc1ccccc1N1C(=O)c2cc(S(N)(=O)=O)c(Cl)cc2N[C@H]1C. The result is 0 (non-inhibitor).